Dataset: Full USPTO retrosynthesis dataset with 1.9M reactions from patents (1976-2016). Task: Predict the reactants needed to synthesize the given product. (1) Given the product [CH3:27][S:28]([O:26][CH2:25][C:9]1[CH:8]=[C:7]([NH:6][C:4]([NH:3][CH2:1][CH3:2])=[O:5])[N:12]=[CH:11][C:10]=1[C:13]1[CH:14]=[N:15][CH:16]=[C:17]([C:19]2[O:20][C:21](=[O:24])[NH:22][N:23]=2)[CH:18]=1)(=[O:30])=[O:29], predict the reactants needed to synthesize it. The reactants are: [CH2:1]([NH:3][C:4]([NH:6][C:7]1[N:12]=[CH:11][C:10]([C:13]2[CH:14]=[N:15][CH:16]=[C:17]([C:19]3[O:20][C:21](=[O:24])[NH:22][N:23]=3)[CH:18]=2)=[C:9]([CH2:25][OH:26])[CH:8]=1)=[O:5])[CH3:2].[CH3:27][S:28](Cl)(=[O:30])=[O:29]. (2) Given the product [Br:19][C:20]1[CH:21]=[CH:22][CH:23]=[C:24]2[C:28]=1[NH:27][CH:26]=[C:25]2[C:15](=[O:17])[CH2:14][CH2:13][C:12]([O:11][CH2:9][CH3:10])=[O:18], predict the reactants needed to synthesize it. The reactants are: ClCCl.[Cl-].[Al+3].[Cl-].[Cl-].[Cl-].[CH2:9]([O:11][C:12](=[O:18])[CH2:13][CH2:14][C:15]([OH:17])=O)[CH3:10].[Br:19][C:20]1[CH:21]=[CH:22][CH:23]=[C:24]2[C:28]=1[NH:27][CH:26]=[CH:25]2. (3) The reactants are: [Br:1][C:2]1[CH:3]=[C:4]2[C:9](Cl)=[C:8]([C:11]([NH2:13])=[O:12])[CH:7]=[N:6][N:5]2[CH:14]=1.[NH2:15][CH:16]1[CH2:20][N:19]([C:21]([O:23][CH2:24][C:25]2[CH:30]=[CH:29][CH:28]=[CH:27][CH:26]=2)=[O:22])[CH2:18][C:17]1([CH3:32])[CH3:31].O. Given the product [Br:1][C:2]1[CH:3]=[C:4]2[C:9]([NH:15][CH:16]3[CH2:20][N:19]([C:21]([O:23][CH2:24][C:25]4[CH:30]=[CH:29][CH:28]=[CH:27][CH:26]=4)=[O:22])[CH2:18][C:17]3([CH3:32])[CH3:31])=[C:8]([C:11](=[O:12])[NH2:13])[CH:7]=[N:6][N:5]2[CH:14]=1, predict the reactants needed to synthesize it.